Dataset: Peptide-MHC class II binding affinity with 134,281 pairs from IEDB. Task: Regression. Given a peptide amino acid sequence and an MHC pseudo amino acid sequence, predict their binding affinity value. This is MHC class II binding data. (1) The binding affinity (normalized) is 0.114. The MHC is DRB1_1501 with pseudo-sequence DRB1_1501. The peptide sequence is EISTNIRQA. (2) The peptide sequence is RNSRWSSPDNVKPLY. The MHC is HLA-DPA10103-DPB10401 with pseudo-sequence HLA-DPA10103-DPB10401. The binding affinity (normalized) is 0. (3) The peptide sequence is VSLIAIIKGIVNLYK. The MHC is DRB1_1501 with pseudo-sequence DRB1_1501. The binding affinity (normalized) is 0.743. (4) The peptide sequence is TIRVLALGNQEGSLK. The MHC is DRB1_1302 with pseudo-sequence DRB1_1302. The binding affinity (normalized) is 0.216.